The task is: Predict which catalyst facilitates the given reaction.. This data is from Catalyst prediction with 721,799 reactions and 888 catalyst types from USPTO. (1) Reactant: [CH3:1][C:2]1[N:7]=[C:6]([C:8](=[N:10][OH:11])[NH2:9])[C:5]([CH3:12])=[C:4]([C:13]2[CH:18]=[CH:17][CH:16]=[CH:15][CH:14]=2)[N:3]=1.[C:19](N1C=CN=C1)(N1C=CN=C1)=[O:20].N12CCCN=C1CCCCC2.Cl. Product: [CH3:1][C:2]1[N:7]=[C:6]([C:8]2[NH:10][O:11][C:19](=[O:20])[N:9]=2)[C:5]([CH3:12])=[C:4]([C:13]2[CH:18]=[CH:17][CH:16]=[CH:15][CH:14]=2)[N:3]=1. The catalyst class is: 132. (2) Product: [Cl:1][C:2]1[CH:7]=[C:6]([NH:8][C:9]2[N:10]=[C:11]([NH2:12])[NH:16][N:15]=2)[CH:5]=[CH:4][N:3]=1. The catalyst class is: 8. Reactant: [Cl:1][C:2]1[CH:7]=[C:6]([NH:8]/[C:9](/SC)=[N:10]/[C:11]#[N:12])[CH:5]=[CH:4][N:3]=1.[NH2:15][NH2:16]. (3) Reactant: [CH:1]1([C:4]([N:6]2[CH2:11][CH2:10][N:9]([C:12]3[CH:17]=[CH:16][CH:15]=[C:14]([C:18]4[N:22]([CH3:23])[C:21]5[CH:24]=[CH:25][CH:26]=[CH:27][C:20]=5[N:19]=4)[CH:13]=3)[CH2:8][CH2:7]2)=O)[CH2:3][CH2:2]1.S(C)C. Product: [CH:1]1([CH2:4][N:6]2[CH2:7][CH2:8][N:9]([C:12]3[CH:13]=[C:14]([C:18]4[N:22]([CH3:23])[C:21]5[CH:24]=[CH:25][CH:26]=[CH:27][C:20]=5[N:19]=4)[CH:15]=[CH:16][CH:17]=3)[CH2:10][CH2:11]2)[CH2:3][CH2:2]1. The catalyst class is: 1. (4) Reactant: [F:1][C:2]1[CH:3]=[C:4]([CH:8]=[CH:9][C:10]=1[C:11]1[CH:12]=[N:13][C:14]([O:17][CH2:18][CH:19]2[CH2:24][CH2:23][N:22]([CH2:25][C:26]3([C:30]([F:33])([F:32])[F:31])[CH2:29][CH2:28][CH2:27]3)[CH2:21][CH2:20]2)=[CH:15][CH:16]=1)[C:5](O)=[O:6].[NH:34]1[CH2:38][CH2:37][C@H:36]([OH:39])[CH2:35]1.C(Cl)CCl.C1C=CC2N(O)N=NC=2C=1.CCN(C(C)C)C(C)C. Product: [F:1][C:2]1[CH:3]=[C:4]([C:5]([N:34]2[CH2:38][CH2:37][C@H:36]([OH:39])[CH2:35]2)=[O:6])[CH:8]=[CH:9][C:10]=1[C:11]1[CH:12]=[N:13][C:14]([O:17][CH2:18][CH:19]2[CH2:20][CH2:21][N:22]([CH2:25][C:26]3([C:30]([F:33])([F:32])[F:31])[CH2:29][CH2:28][CH2:27]3)[CH2:23][CH2:24]2)=[CH:15][CH:16]=1. The catalyst class is: 18.